This data is from Peptide-MHC class I binding affinity with 185,985 pairs from IEDB/IMGT. The task is: Regression. Given a peptide amino acid sequence and an MHC pseudo amino acid sequence, predict their binding affinity value. This is MHC class I binding data. (1) The peptide sequence is AFDLSHFLK. The MHC is HLA-B40:01 with pseudo-sequence HLA-B40:01. The binding affinity (normalized) is 0. (2) The peptide sequence is FRYCAPPG. The MHC is Mamu-B03 with pseudo-sequence Mamu-B03. The binding affinity (normalized) is 0.376. (3) The peptide sequence is KTKDYVNGL. The MHC is HLA-B38:01 with pseudo-sequence HLA-B38:01. The binding affinity (normalized) is 0. (4) The peptide sequence is IEAGDEVFF. The MHC is HLA-B07:02 with pseudo-sequence HLA-B07:02. The binding affinity (normalized) is 0.0847. (5) The peptide sequence is KSINKVYGK. The MHC is HLA-B14:02 with pseudo-sequence HLA-B14:02. The binding affinity (normalized) is 0. (6) The peptide sequence is TVRPGNKGY. The MHC is HLA-B57:01 with pseudo-sequence HLA-B57:01. The binding affinity (normalized) is 0.0847. (7) The peptide sequence is FHGIFYSIF. The MHC is HLA-B15:09 with pseudo-sequence HLA-B15:09. The binding affinity (normalized) is 0.0847.